This data is from Full USPTO retrosynthesis dataset with 1.9M reactions from patents (1976-2016). The task is: Predict the reactants needed to synthesize the given product. (1) Given the product [C:28]([O:32][C:33](=[O:45])[CH2:34][O:35][C:36]1[CH:41]=[CH:40][C:39]([Cl:42])=[CH:38][C:37]=1[C:43]#[C:44][C:2]1[CH:7]=[CH:6][CH:5]=[C:4]([S:8]([CH2:11][CH2:12][CH3:13])(=[O:10])=[O:9])[CH:3]=1)([CH3:31])([CH3:30])[CH3:29], predict the reactants needed to synthesize it. The reactants are: Br[C:2]1[CH:7]=[CH:6][CH:5]=[C:4]([S:8]([CH2:11][CH2:12][CH3:13])(=[O:10])=[O:9])[CH:3]=1.BrCC1C=CC=C(S(CCC)(=O)=O)C=1.[C:28]([O:32][C:33](=[O:45])[CH2:34][O:35][C:36]1[CH:41]=[CH:40][C:39]([Cl:42])=[CH:38][C:37]=1[C:43]#[CH:44])([CH3:31])([CH3:30])[CH3:29].N1CCCCC1. (2) Given the product [I:15][C:8]1[CH:9]=[C:10]([C:11]([O:13][CH3:14])=[O:12])[C:2]([O:24][CH3:23])=[C:3]2[C:7]=1[NH:6][CH:5]=[C:4]2[S:16][CH3:17], predict the reactants needed to synthesize it. The reactants are: Cl[C:2]1[C:10]([C:11]([O:13][CH3:14])=[O:12])=[CH:9][C:8]([I:15])=[C:7]2[C:3]=1[C:4]([S:16][CH3:17])=[CH:5][NH:6]2.NC1C(I)=CC([C:23](OC)=[O:24])=C(OC)C=1. (3) Given the product [F:25][C:26]1[CH:31]=[CH:30][C:29]([CH:32]2[CH2:36][CH2:35][N:34]([C:37]([C:39]3[N:40]=[C:41]4[C:46]([C:47]([F:49])([F:48])[F:50])=[CH:45][C:44]([C:51]5[CH:55]=[CH:54][O:53][CH:52]=5)=[CH:43][N:42]4[C:56]=3[CH2:57][C:58]([NH:2][CH3:1])=[O:59])=[O:38])[CH2:33]2)=[CH:28][CH:27]=1, predict the reactants needed to synthesize it. The reactants are: [CH3:1][N:2](C(ON1N=NC2C=CC=NC1=2)=[N+](C)C)C.F[P-](F)(F)(F)(F)F.[F:25][C:26]1[CH:31]=[CH:30][C:29]([CH:32]2[CH2:36][CH2:35][N:34]([C:37]([C:39]3[N:40]=[C:41]4[C:46]([C:47]([F:50])([F:49])[F:48])=[CH:45][C:44]([C:51]5[CH:55]=[CH:54][O:53][CH:52]=5)=[CH:43][N:42]4[C:56]=3[CH2:57][C:58](O)=[O:59])=[O:38])[CH2:33]2)=[CH:28][CH:27]=1.CN. (4) Given the product [F:12][C:13]1[CH:18]=[C:17]([F:19])[CH:16]=[CH:15][C:14]=1[NH:20][C:21]1[N:22]=[C:23]2[NH:38][N:39]=[C:25]([NH2:26])[C:24]2=[CH:27][CH:28]=1, predict the reactants needed to synthesize it. The reactants are: ClC1C=CC=C(C(OO)=O)C=1.[F:12][C:13]1[CH:18]=[C:17]([F:19])[CH:16]=[CH:15][C:14]=1[NH:20][C:21]1[CH:28]=[CH:27][C:24]([C:25]#[N:26])=[C:23](SC)[N:22]=1.C(OCC)(=O)C.Cl.[NH2:38][NH2:39]. (5) Given the product [N+:18]([C:15]1[CH:16]=[CH:17][C:12]([O:11][C:10]2[C:9]([Br:21])=[CH:8][C:4]([C:5]([NH:26][CH2:25][C:24]([O:23][CH3:22])=[O:27])=[O:7])=[CH:3][C:2]=2[Br:1])=[CH:13][CH:14]=1)([O-:20])=[O:19], predict the reactants needed to synthesize it. The reactants are: [Br:1][C:2]1[CH:3]=[C:4]([CH:8]=[C:9]([Br:21])[C:10]=1[O:11][C:12]1[CH:17]=[CH:16][C:15]([N+:18]([O-:20])=[O:19])=[CH:14][CH:13]=1)[C:5]([OH:7])=O.[CH3:22][O:23][C:24](=[O:27])[CH2:25][NH2:26].Cl.C(N=C=NCCCN(C)C)C.O.ON1C2C=CC=CC=2N=N1.C(N(CC)CC)C. (6) Given the product [CH3:1][S:2]([C:5]1[CH:14]=[CH:13][CH:12]=[C:11]2[C:6]=1[CH:7]=[CH:8][C:9](=[O:17])[C:10]2=[O:15])(=[O:3])=[O:4], predict the reactants needed to synthesize it. The reactants are: [CH3:1][S:2]([C:5]1[CH:14]=[CH:13][CH:12]=[C:11]2[C:6]=1[CH2:7][CH2:8][CH2:9][C:10]2=[O:15])(=[O:4])=[O:3].[Se](=O)=[O:17]. (7) Given the product [F:1][C:2]1[CH:3]=[C:4]([CH:17]=[CH:18][C:19]=1[S:20]([CH3:24])(=[N:21][C:22]#[N:23])=[O:27])[CH2:5][N:6]1[C:7](=[O:16])[C:8]2[C:13](=[CH:12][CH:11]=[CH:10][CH:9]=2)[C:14]1=[O:15], predict the reactants needed to synthesize it. The reactants are: [F:1][C:2]1[CH:3]=[C:4]([CH:17]=[CH:18][C:19]=1[S:20]([CH3:24])=[N:21][C:22]#[N:23])[CH2:5][N:6]1[C:14](=[O:15])[C:13]2[C:8](=[CH:9][CH:10]=[CH:11][CH:12]=2)[C:7]1=[O:16].C(O)(=[O:27])C.[Mn]([O-])(=O)(=O)=O.[K+].[O-]S([O-])(=S)=O.[Na+].[Na+]. (8) Given the product [Cl:35][C:36]1[CH:37]=[C:38]([CH:39]=[CH:40][C:41]=1[Cl:42])[O:43][CH:9]1[CH2:14][CH2:13][CH2:12][N:11]2[C:15]([C:18]3[CH:23]=[CH:22][C:21]([C:24]4[O:28][C:27]([CH3:29])=[N:26][CH:25]=4)=[C:20]([O:30][CH3:31])[CH:19]=3)=[N:16][N:17]=[C:10]12, predict the reactants needed to synthesize it. The reactants are: C(O[CH:9]1[CH2:14][CH2:13][CH2:12][N:11]2[C:15]([C:18]3[CH:23]=[CH:22][C:21]([C:24]4[O:28][C:27]([CH3:29])=[N:26][CH:25]=4)=[C:20]([O:30][CH3:31])[CH:19]=3)=[N:16][N:17]=[C:10]12)C1C=CC=CC=1.ClCCl.[Cl:35][C:36]1[CH:37]=[C:38]([OH:43])[CH:39]=[CH:40][C:41]=1[Cl:42].C1(P(C2C=CC=CC=2)C2C=CC=CC=2)C=CC=CC=1.N(C(OCC)=O)=NC(OCC)=O.